From a dataset of Forward reaction prediction with 1.9M reactions from USPTO patents (1976-2016). Predict the product of the given reaction. (1) Given the reactants O1[CH2:6][CH2:5]OCC1.[ClH:7].[CH3:8][O:9][C:10](=[O:36])[C@@H:11]([NH:28][C:29](OC(C)(C)C)=[O:30])[CH2:12][C:13]1[CH:18]=[CH:17][C:16]([N:19]2[C:24](=[O:25])[CH:23]=[CH:22][N:21]([CH3:26])[C:20]2=[O:27])=[CH:15][CH:14]=1.[Cl-:37], predict the reaction product. The product is: [CH3:8][O:9][C:10](=[O:36])[C@@H:11]([NH:28][C:29](=[O:30])[C:6]1[C:5]([Cl:7])=[CH:13][CH:12]=[CH:11][C:10]=1[Cl:37])[CH2:12][C:13]1[CH:18]=[CH:17][C:16]([N:19]2[C:24](=[O:25])[CH:23]=[CH:22][N:21]([CH3:26])[C:20]2=[O:27])=[CH:15][CH:14]=1. (2) Given the reactants [Cl:1][C:2]1[CH:3]=[C:4]([C:9](=[O:11])[CH3:10])[CH:5]=[CH:6][C:7]=1[F:8].[CH2:12]([O:14][CH:15]([O:21][CH2:22][CH3:23])[C:16](OCC)=[O:17])[CH3:13].[Li+].CC([N-]C(C)C)C, predict the reaction product. The product is: [Cl:1][C:2]1[CH:3]=[C:4]([C:9](=[O:11])/[CH:10]=[C:16](\[OH:17])/[CH:15]([O:21][CH2:22][CH3:23])[O:14][CH2:12][CH3:13])[CH:5]=[CH:6][C:7]=1[F:8]. (3) The product is: [Cl:16][C:5]1[C:6]2[C:11](=[CH:10][CH:9]=[C:8]([S:12]([NH2:15])(=[O:13])=[O:14])[CH:7]=2)[N:3]([CH2:1][CH3:2])[CH:4]=1. Given the reactants [CH2:1]([N:3]1[C:11]2[C:6](=[CH:7][C:8]([S:12]([NH2:15])(=[O:14])=[O:13])=[CH:9][CH:10]=2)[CH:5]=[CH:4]1)[CH3:2].[Cl:16]N1C(=O)CCC1=O, predict the reaction product. (4) Given the reactants [F:1][C:2]1[CH:3]=[C:4]([C:33](=[O:35])[CH3:34])[CH:5]=[CH:6][C:7]=1[N:8]1[CH2:13][CH2:12][N:11]([C:14]([C:16]2[CH:21]=[C:20]([S:22]([CH3:25])(=[O:24])=[O:23])[CH:19]=[CH:18][C:17]=2[C:26]2[CH:31]=[CH:30][C:29]([F:32])=[CH:28][CH:27]=2)=[O:15])[CH2:10][CH2:9]1.B1(C)OC(C2C=CC=CC=2)(C2C=CC=CC=2)[C@H]2N1CCC2.C(Cl)(Cl)Cl.CCCCCC, predict the reaction product. The product is: [F:1][C:2]1[CH:3]=[C:4]([CH:33]([OH:35])[CH3:34])[CH:5]=[CH:6][C:7]=1[N:8]1[CH2:13][CH2:12][N:11]([C:14]([C:16]2[CH:21]=[C:20]([S:22]([CH3:25])(=[O:24])=[O:23])[CH:19]=[CH:18][C:17]=2[C:26]2[CH:31]=[CH:30][C:29]([F:32])=[CH:28][CH:27]=2)=[O:15])[CH2:10][CH2:9]1. (5) Given the reactants C([O:3][C:4](=O)[CH2:5][C:6]1[S:7][C:8]2[CH:14]=[C:13]([C:15]([O:17][C:18]([CH3:21])([CH3:20])[CH3:19])=[O:16])[CH:12]=[CH:11][C:9]=2[N:10]=1)C.[NH2:23][NH2:24], predict the reaction product. The product is: [NH:23]([C:4](=[O:3])[CH2:5][C:6]1[S:7][C:8]2[CH:14]=[C:13]([C:15]([O:17][C:18]([CH3:21])([CH3:20])[CH3:19])=[O:16])[CH:12]=[CH:11][C:9]=2[N:10]=1)[NH2:24]. (6) Given the reactants [N+:1]([C:4]1[C:5]([NH2:15])=[N:6][N:7]([C:9]2[CH:14]=[CH:13][CH:12]=[CH:11][CH:10]=2)[CH:8]=1)([O-])=O.[C:16](O[C:16]([O:18][C:19]([CH3:22])([CH3:21])[CH3:20])=[O:17])([O:18][C:19]([CH3:22])([CH3:21])[CH3:20])=[O:17].C(N(CC)CC)C, predict the reaction product. The product is: [NH2:15][C:5]1[C:4]([NH:1][C:16](=[O:17])[O:18][C:19]([CH3:22])([CH3:21])[CH3:20])=[CH:8][N:7]([C:9]2[CH:14]=[CH:13][CH:12]=[CH:11][CH:10]=2)[N:6]=1. (7) Given the reactants [Br:1][C:2]1[CH:3]=[CH:4][C:5]2[C:6]([CH:13]=1)=[N:7][O:8][C:9]=2[C:10]([OH:12])=[O:11].[Si](C=[N+]=[N-])(C)(C)[CH3:15], predict the reaction product. The product is: [Br:1][C:2]1[CH:3]=[CH:4][C:5]2[C:6]([CH:13]=1)=[N:7][O:8][C:9]=2[C:10]([O:12][CH3:15])=[O:11]. (8) Given the reactants [CH2:1]([O:8][C:9]([N:11]1[CH:15]([C:16](O)=[O:17])[CH2:14][S:13][C@@H:12]1[C:19]1[CH:24]=[CH:23][CH:22]=[C:21]([F:25])[CH:20]=1)=[O:10])[C:2]1[CH:7]=[CH:6][CH:5]=[CH:4][CH:3]=1.CCN(C(C)C)C(C)C.CN(C(ON1N=NC2C=CC=NC1=2)=[N+](C)C)C.F[P-](F)(F)(F)(F)F.[NH2:59][C:60]1[S:61][CH:62]=[C:63]([C:65]2[CH:76]=[CH:75][C:68]([C:69]([NH:71][CH:72]3[CH2:74][CH2:73]3)=[O:70])=[CH:67][CH:66]=2)[N:64]=1, predict the reaction product. The product is: [CH2:1]([O:8][C:9]([N:11]1[CH:15]([C:16](=[O:17])[NH:59][C:60]2[S:61][CH:62]=[C:63]([C:65]3[CH:66]=[CH:67][C:68]([C:69](=[O:70])[NH:71][CH:72]4[CH2:74][CH2:73]4)=[CH:75][CH:76]=3)[N:64]=2)[CH2:14][S:13][C@@H:12]1[C:19]1[CH:24]=[CH:23][CH:22]=[C:21]([F:25])[CH:20]=1)=[O:10])[C:2]1[CH:7]=[CH:6][CH:5]=[CH:4][CH:3]=1. (9) The product is: [Cl:34][C:35]1[CH:36]=[CH:37][C:38]([O:57][CH2:58][C:59]2[CH:64]=[CH:63][C:62]([Cl:65])=[CH:61][C:60]=2[F:66])=[C:39]([CH:56]=1)[CH2:40][N:41]1[C:49]2[CH:48]=[CH:47][CH:46]=[C:45]([C:50]([O:52][CH3:53])=[O:51])[C:44]=2[C:43]([CH:24]=[CH:4][O:3][CH3:2])=[CH:42]1. Given the reactants [Cl-].[CH3:2][O:3][CH2:4][P+](C1C=CC=CC=1)(C1C=CC=CC=1)C1C=CC=CC=1.[CH3:24][Si]([N-][Si](C)(C)C)(C)C.[Na+].[Cl:34][C:35]1[CH:36]=[CH:37][C:38]([O:57][CH2:58][C:59]2[CH:64]=[CH:63][C:62]([Cl:65])=[CH:61][C:60]=2[F:66])=[C:39]([CH:56]=1)[CH2:40][N:41]1[C:49]2[CH:48]=[CH:47][CH:46]=[C:45]([C:50]([O:52][CH3:53])=[O:51])[C:44]=2[C:43](C=O)=[CH:42]1, predict the reaction product. (10) Given the reactants C([O:3][C:4](=[O:39])[CH2:5][O:6][C:7]1[CH:8]=[N:9][CH:10]=[C:11]([NH:13][C:14]([N:16]2[CH2:21][CH2:20][N:19]([C:22](=[O:38])[C:23]3[CH:28]=[CH:27][CH:26]=[C:25]([O:29][CH2:30][CH2:31][CH:32]4[CH2:37][CH2:36][CH2:35][CH2:34][CH2:33]4)[CH:24]=3)[CH2:18][CH2:17]2)=[O:15])[CH:12]=1)C.CO.[OH-].[Na+], predict the reaction product. The product is: [CH:32]1([CH2:31][CH2:30][O:29][C:25]2[CH:24]=[C:23]([CH:28]=[CH:27][CH:26]=2)[C:22]([N:19]2[CH2:20][CH2:21][N:16]([C:14]([NH:13][C:11]3[CH:12]=[C:7]([O:6][CH2:5][C:4]([OH:39])=[O:3])[CH:8]=[N:9][CH:10]=3)=[O:15])[CH2:17][CH2:18]2)=[O:38])[CH2:37][CH2:36][CH2:35][CH2:34][CH2:33]1.